From a dataset of Catalyst prediction with 721,799 reactions and 888 catalyst types from USPTO. Predict which catalyst facilitates the given reaction. (1) Reactant: [CH:1]([C:4]1[CH:5]=[CH:6][C:7]([CH3:51])=[C:8]([N:10]2[CH2:50][CH2:49][C:13]3[N:14]=[C:15]([C:29]4[CH:37]=[CH:36][CH:35]=[C:34]5[C:30]=4[C:31]([CH3:48])=[CH:32][N:33]5S(C4C=CC(C)=CC=4)(=O)=O)[N:16]=[C:17]([N:18]4[CH2:23][CH2:22][N:21]([CH2:24][C:25]([NH2:27])=[O:26])[CH2:20][C@H:19]4[CH3:28])[C:12]=3[CH2:11]2)[CH:9]=1)([CH3:3])[CH3:2].[OH-].[NH4+].[OH-].[K+]. Product: [CH:1]([C:4]1[CH:5]=[CH:6][C:7]([CH3:51])=[C:8]([N:10]2[CH2:50][CH2:49][C:13]3[N:14]=[C:15]([C:29]4[CH:37]=[CH:36][CH:35]=[C:34]5[C:30]=4[C:31]([CH3:48])=[CH:32][NH:33]5)[N:16]=[C:17]([N:18]4[CH2:23][CH2:22][N:21]([CH2:24][C:25]([NH2:27])=[O:26])[CH2:20][C@H:19]4[CH3:28])[C:12]=3[CH2:11]2)[CH:9]=1)([CH3:3])[CH3:2]. The catalyst class is: 8. (2) Reactant: I[CH2:2][CH3:3].C(=O)([O-])[O-].[K+].[K+].[I:10][C:11]1[CH:16]=[C:15]([O:17][CH3:18])[N:14]=[CH:13][C:12]=1[OH:19]. Product: [CH2:2]([O:19][C:12]1[C:11]([I:10])=[CH:16][C:15]([O:17][CH3:18])=[N:14][CH:13]=1)[CH3:3]. The catalyst class is: 21.